From a dataset of Reaction yield outcomes from USPTO patents with 853,638 reactions. Predict the reaction yield, written as a fraction of the theoretical maximum amount of product (1.0 means a 100% yield; for example, 0.34 means a 34% yield). (1) The reactants are [CH3:1][O:2][C:3]1[CH:8]=[CH:7][C:6]([CH2:9][C:10]([NH:12]/[N:13]=[C:14]2\[NH:15][C:16](=[O:28])[C:17]3[NH:18][CH:19]=[N:20][C:21]=3[N:22]\2[CH2:23][CH2:24][CH2:25][CH2:26][CH3:27])=O)=[CH:5][CH:4]=1. The catalyst is C1(C)C=CC=CC=1. The product is [CH3:1][O:2][C:3]1[CH:8]=[CH:7][C:6]([CH2:9][C:10]2[N:15]3[C:16](=[O:28])[C:17]4[NH:18][CH:19]=[N:20][C:21]=4[N:22]([CH2:23][CH2:24][CH2:25][CH2:26][CH3:27])[C:14]3=[N:13][N:12]=2)=[CH:5][CH:4]=1. The yield is 0.920. (2) The reactants are [CH3:1][C:2]1[O:6][C:5]([C:7]2[CH:12]=[CH:11][CH:10]=[CH:9][CH:8]=2)=[N:4][C:3]=1[CH2:13][CH2:14][O:15]S(C1C=CC(C)=CC=1)(=O)=O.[CH2:26]([O:28][C:29](=[O:43])[C:30]([O:33][C:34]1[CH:39]=[CH:38][C:37](O)=[CH:36][C:35]=1[CH2:41][OH:42])([CH3:32])[CH3:31])[CH3:27].C(=O)([O-])[O-].[K+].[K+]. The catalyst is C(O)C. The product is [CH2:26]([O:28][C:29](=[O:43])[C:30]([O:33][C:34]1[CH:39]=[CH:38][C:37]([O:15][CH2:14][CH2:13][C:3]2[N:4]=[C:5]([C:7]3[CH:8]=[CH:9][CH:10]=[CH:11][CH:12]=3)[O:6][C:2]=2[CH3:1])=[CH:36][C:35]=1[CH2:41][OH:42])([CH3:32])[CH3:31])[CH3:27]. The yield is 0.200. (3) The reactants are [F:1][C:2]([F:14])([F:13])[C:3]([C:5]1[C:6](F)=[N:7][CH:8]=[CH:9][C:10]=1I)=O.O.[NH2:16][NH2:17].[CH3:18]COC(C)=O.C([O-])(O)=O.[Na+].[Cl-].[Na+].O. The catalyst is O1CCOCC1. The product is [CH3:18][C:10]1[CH:9]=[CH:8][N:7]=[C:6]2[NH:16][N:17]=[C:3]([C:2]([F:14])([F:13])[F:1])[C:5]=12. The yield is 0.730. (4) The reactants are [Cl:1][C:2]1[S:6][C:5]([N:7]([CH2:20][C:21]2[CH:26]=[CH:25][C:24]([O:27][CH3:28])=[CH:23][C:22]=2[O:29][CH3:30])[S:8]([C:11]2[CH:16]=[CH:15][C:14](F)=[C:13]([C:18]#[N:19])[CH:12]=2)(=[O:10])=[O:9])=[N:4][CH:3]=1.[I:31][C:32]1[CH:37]=[C:36]([F:38])[CH:35]=[CH:34][C:33]=1[OH:39].C(=O)([O-])[O-].[K+].[K+].O. The catalyst is CS(C)=O. The product is [Cl:1][C:2]1[S:6][C:5]([N:7]([CH2:20][C:21]2[CH:26]=[CH:25][C:24]([O:27][CH3:28])=[CH:23][C:22]=2[O:29][CH3:30])[S:8]([C:11]2[CH:16]=[CH:15][C:14]([O:39][C:33]3[CH:34]=[CH:35][C:36]([F:38])=[CH:37][C:32]=3[I:31])=[C:13]([C:18]#[N:19])[CH:12]=2)(=[O:10])=[O:9])=[N:4][CH:3]=1. The yield is 1.00. (5) The reactants are Cl[CH2:2][CH2:3][CH2:4][O:5][C:6]1[CH:11]=[CH:10][C:9]([C:12]([CH:14]2[CH2:16][CH2:15]2)=[O:13])=[CH:8][CH:7]=1.[OH:17][C@@H:18]1[CH2:22][CH2:21][NH:20][CH2:19]1.C(=O)([O-])[O-].[K+].[K+].[I-].[K+]. The catalyst is CC(=O)CC. The product is [CH:14]1([C:12]([C:9]2[CH:10]=[CH:11][C:6]([O:5][CH2:4][CH2:3][CH2:2][N:20]3[CH2:21][CH2:22][C@@H:18]([OH:17])[CH2:19]3)=[CH:7][CH:8]=2)=[O:13])[CH2:16][CH2:15]1. The yield is 0.620. (6) The reactants are [NH2:1][C:2]1[N:7]=[C:6](Cl)[C:5]([CH3:9])=[C:4]([C:10]2[CH:15]=[C:14]([Cl:16])[CH:13]=[CH:12][C:11]=2[O:17][CH3:18])[N:3]=1.[NH:19]1[C:27]2[C:22](=[CH:23][CH:24]=[C:25]([NH2:28])[CH:26]=2)[CH:21]=[N:20]1. No catalyst specified. The product is [Cl:16][C:14]1[CH:13]=[CH:12][C:11]([O:17][CH3:18])=[C:10]([C:4]2[N:3]=[C:2]([NH2:1])[N:7]=[C:6]([NH:28][C:25]3[CH:26]=[C:27]4[C:22]([CH:21]=[N:20][NH:19]4)=[CH:23][CH:24]=3)[C:5]=2[CH3:9])[CH:15]=1. The yield is 0.600.